Dataset: Reaction yield outcomes from USPTO patents with 853,638 reactions. Task: Predict the reaction yield, written as a fraction of the theoretical maximum amount of product (1.0 means a 100% yield; for example, 0.34 means a 34% yield). The reactants are C([C:3](=P(C1C=CC=CC=1)(C1C=CC=CC=1)C1C=CC=CC=1)[C:4]([C@@H:6]([NH:11][C:12](=[O:28])[O:13][C:14]1([C:19]2[S:20][C:21]3[CH:27]=[CH:26][CH:25]=[CH:24][C:22]=3[N:23]=2)[CH2:18][CH2:17][CH2:16][CH2:15]1)[CH2:7][CH2:8][CH2:9][CH3:10])=[O:5])#N.[O:48]=[O+][O-].N#N.[NH2:53][C:54]1[CH:58]=[CH:57][NH:56][N:55]=1. The catalyst is ClCCl.O1CCCC1. The product is [O:48]=[C:3]([NH:53][C:54]1[CH:58]=[CH:57][NH:56][N:55]=1)[C:4]([C@@H:6]([NH:11][C:12](=[O:28])[O:13][C:14]1([C:19]2[S:20][C:21]3[CH:27]=[CH:26][CH:25]=[CH:24][C:22]=3[N:23]=2)[CH2:18][CH2:17][CH2:16][CH2:15]1)[CH2:7][CH2:8][CH2:9][CH3:10])=[O:5]. The yield is 0.320.